This data is from Reaction yield outcomes from USPTO patents with 853,638 reactions. The task is: Predict the reaction yield, written as a fraction of the theoretical maximum amount of product (1.0 means a 100% yield; for example, 0.34 means a 34% yield). The reactants are [Cl:1][C:2]1[CH:7]=[CH:6][N+:5]([O-])=[C:4]([CH3:9])[CH:3]=1.[Si]([C:14]#[N:15])(C)(C)C.CN(C)C(Cl)=O.C([O-])([O-])=O.[K+].[K+]. The catalyst is C(Cl)Cl. The product is [Cl:1][C:2]1[CH:3]=[C:4]([CH3:9])[N:5]=[C:6]([C:14]#[N:15])[CH:7]=1. The yield is 0.750.